Task: Predict the product of the given reaction.. Dataset: Forward reaction prediction with 1.9M reactions from USPTO patents (1976-2016) Given the reactants [Cl:1][C:2]1[CH:7]=[CH:6][C:5]([C:8]2[S:9][C:10]3[C:11](=[O:31])[N:12]([C:17]4[CH:22]=[CH:21][C:20]([O:23][CH:24]5[CH2:27][N:26]([CH3:28])[CH2:25]5)=[C:19]([O:29][CH3:30])[CH:18]=4)[CH2:13][CH2:14][C:15]=3[N:16]=2)=[CH:4][CH:3]=1.Cl.C(OCC)C, predict the reaction product. The product is: [ClH:1].[Cl:1][C:2]1[CH:7]=[CH:6][C:5]([C:8]2[S:9][C:10]3[C:11](=[O:31])[N:12]([C:17]4[CH:22]=[CH:21][C:20]([O:23][CH:24]5[CH2:25][N:26]([CH3:28])[CH2:27]5)=[C:19]([O:29][CH3:30])[CH:18]=4)[CH2:13][CH2:14][C:15]=3[N:16]=2)=[CH:4][CH:3]=1.